Predict which catalyst facilitates the given reaction. From a dataset of Catalyst prediction with 721,799 reactions and 888 catalyst types from USPTO. (1) Reactant: [NH2:1][C:2]1[CH:7]=[C:6]([F:8])[C:5]([F:9])=[CH:4][C:3]=1[CH2:10][OH:11].C([O-])(O)=O.[Na+].[C:17](O[C:17]([O:19][C:20]([CH3:23])([CH3:22])[CH3:21])=[O:18])([O:19][C:20]([CH3:23])([CH3:22])[CH3:21])=[O:18]. Product: [C:20]([O:19][C:17](=[O:18])[NH:1][C:2]1[CH:7]=[C:6]([F:8])[C:5]([F:9])=[CH:4][C:3]=1[CH2:10][OH:11])([CH3:23])([CH3:22])[CH3:21]. The catalyst class is: 38. (2) Reactant: [CH3:1][O:2][C:3](=[O:15])/[CH:4]=[CH:5]/[C:6]1[CH:7]=[C:8]2[CH:14]=[CH:13][NH:12][C:9]2=[N:10][CH:11]=1. Product: [CH3:1][O:2][C:3](=[O:15])[CH2:4][CH2:5][C:6]1[CH:7]=[C:8]2[CH:14]=[CH:13][NH:12][C:9]2=[N:10][CH:11]=1. The catalyst class is: 111. (3) Reactant: [H-].[Na+].[F:3][C:4]1[CH:9]=[CH:8][C:7]([OH:10])=[CH:6][CH:5]=1.[C:11]([O:15][C:16]([N:18]1[CH2:22][CH2:21][CH:20](OS(C)(=O)=O)[CH2:19]1)=[O:17])([CH3:14])([CH3:13])[CH3:12].O. Product: [C:11]([O:15][C:16]([N:18]1[CH2:22][CH2:21][CH:20]([O:10][C:7]2[CH:8]=[CH:9][C:4]([F:3])=[CH:5][CH:6]=2)[CH2:19]1)=[O:17])([CH3:14])([CH3:12])[CH3:13]. The catalyst class is: 3. (4) Reactant: CCN(C(C)C)C(C)C.[Cl:10][C:11]1[C:12]([S:20]([CH2:23][CH3:24])(=[O:22])=[O:21])=[C:13]([CH2:18][NH2:19])[CH:14]=[C:15]([Cl:17])[CH:16]=1.[CH3:25][C:26]([O:29][C:30]([N:32]1[CH2:37][CH2:36][N:35]([CH2:38][C:39]2[CH:47]=[CH:46][C:42]([C:43]([O-])=[O:44])=[CH:41][C:40]=2[C:48]([F:51])([F:50])[F:49])[CH2:34][CH2:33]1)=[O:31])([CH3:28])[CH3:27].CN(C(ON1N=NC2C=CC=NC1=2)=[N+](C)C)C.F[P-](F)(F)(F)(F)F. Product: [Cl:10][C:11]1[C:12]([S:20]([CH2:23][CH3:24])(=[O:22])=[O:21])=[C:13]([CH2:18][NH:19][C:43]([C:42]2[CH:46]=[CH:47][C:39]([CH2:38][N:35]3[CH2:34][CH2:33][N:32]([C:30]([O:29][C:26]([CH3:27])([CH3:28])[CH3:25])=[O:31])[CH2:37][CH2:36]3)=[C:40]([C:48]([F:50])([F:51])[F:49])[CH:41]=2)=[O:44])[CH:14]=[C:15]([Cl:17])[CH:16]=1. The catalyst class is: 18. (5) The catalyst class is: 493. Reactant: [CH3:1][O:2][C:3](=[O:22])[CH2:4][CH2:5][C:6]1[CH:11]=[C:10](Br)[C:9]([O:13][Si:14]([C:17]([CH3:20])([CH3:19])[CH3:18])([CH3:16])[CH3:15])=[CH:8][C:7]=1[CH3:21].[CH:23]1(B(O)O)[CH2:25][CH2:24]1.P([O-])([O-])([O-])=O.[K+].[K+].[K+].C1(P(C2CCCCC2)C2CCCCC2)CCCCC1. Product: [CH3:1][O:2][C:3](=[O:22])[CH2:4][CH2:5][C:6]1[CH:11]=[C:10]([CH:23]2[CH2:25][CH2:24]2)[C:9]([O:13][Si:14]([C:17]([CH3:20])([CH3:19])[CH3:18])([CH3:16])[CH3:15])=[CH:8][C:7]=1[CH3:21]. (6) Reactant: Cl[C:2]([O:4][C:5]1[CH:10]=[CH:9][CH:8]=[CH:7][CH:6]=1)=[O:3].C(=O)(O)[O-].[Na+].[NH2:16][C:17]1[C:26]2[C:21](=[CH:22][CH:23]=[CH:24][CH:25]=2)[C:20]([O:27][C:28]2[CH:33]=[CH:32][N:31]=[C:30]([NH:34][C:35]3[CH:40]=[CH:39][CH:38]=[CH:37][CH:36]=3)[CH:29]=2)=[CH:19][CH:18]=1.C(Cl)Cl. Product: [C:35]1([NH:34][C:30]2[CH:29]=[C:28]([O:27][C:20]3[C:21]4[C:26](=[CH:25][CH:24]=[CH:23][CH:22]=4)[C:17]([NH:16][C:2](=[O:3])[O:4][C:5]4[CH:10]=[CH:9][CH:8]=[CH:7][CH:6]=4)=[CH:18][CH:19]=3)[CH:33]=[CH:32][N:31]=2)[CH:40]=[CH:39][CH:38]=[CH:37][CH:36]=1. The catalyst class is: 1. (7) Reactant: [CH2:1]([N:5]([CH2:43][CH2:44][CH2:45][CH3:46])[C:6]1[CH:11]=[CH:10][C:9]([CH:12]=[CH:13][C:14]2[CH:19]=[C:18]([CH3:20])[C:17]([CH2:21][O:22][Si](C(C)(C)C)(C3C=CC=CC=3)C3C=CC=CC=3)=[CH:16][C:15]=2[CH3:40])=[C:8]([O:41][CH3:42])[CH:7]=1)[CH2:2][CH2:3][CH3:4].[F-].C([N+](CCCC)(CCCC)CCCC)CCC.O.C(OCC)(=O)C. Product: [CH2:43]([N:5]([CH2:1][CH2:2][CH2:3][CH3:4])[C:6]1[CH:11]=[CH:10][C:9]([CH:12]=[CH:13][C:14]2[C:15]([CH3:40])=[CH:16][C:17]([CH2:21][OH:22])=[C:18]([CH3:20])[CH:19]=2)=[C:8]([O:41][CH3:42])[CH:7]=1)[CH2:44][CH2:45][CH3:46]. The catalyst class is: 7.